Dataset: Forward reaction prediction with 1.9M reactions from USPTO patents (1976-2016). Task: Predict the product of the given reaction. (1) Given the reactants C(OC([N:8]1[CH2:12][C:11]([F:14])([F:13])[CH2:10][C@@H:9]1[CH2:15][CH:16]([CH3:20])[C:17]([OH:19])=[O:18])=O)(C)(C)C.[ClH:21], predict the reaction product. The product is: [ClH:21].[F:14][C:11]1([F:13])[CH2:12][NH:8][C@@H:9]([CH2:15][CH:16]([CH3:20])[C:17]([OH:19])=[O:18])[CH2:10]1. (2) Given the reactants [CH3:1][C:2]1[S:3][C:4]2[CH2:5][N:6](S(C3C=CC(C)=CC=3)(=O)=O)[CH2:7][C:8]([CH3:12])([CH3:11])[C:9]=2[N:10]=1.Br.C1(O)C=CC=CC=1, predict the reaction product. The product is: [CH3:1][C:2]1[S:3][C:4]2[CH2:5][NH:6][CH2:7][C:8]([CH3:12])([CH3:11])[C:9]=2[N:10]=1. (3) Given the reactants [CH2:1]([CH2:3][NH2:4])[OH:2].[K].C(CN)O.[C:10](=[O:13])([O-:12])[O-:11].[K+:14].[K+], predict the reaction product. The product is: [CH2:1]([CH2:3][NH2:4])[OH:2].[C:10](=[O:11])([O-:13])[O-:12].[K+:14].[K+:14].